Predict the reaction yield, written as a fraction of the theoretical maximum amount of product (1.0 means a 100% yield; for example, 0.34 means a 34% yield). From a dataset of Reaction yield outcomes from USPTO patents with 853,638 reactions. (1) The reactants are Cl.[O:2]1[CH2:7][CH2:6][N:5]([CH2:8][C:9]2[S:10][CH:11]=[C:12]([C:14]([OH:16])=O)[N:13]=2)[CH2:4][CH2:3]1.[NH2:17][C@@H:18]([CH3:34])[CH2:19][N:20]1[CH:24]=[CH:23][C:22]([C:25]2[CH:32]=[CH:31][C:28]([C:29]#[N:30])=[C:27]([Cl:33])[CH:26]=2)=[N:21]1. No catalyst specified. The product is [Cl:33][C:27]1[CH:26]=[C:25]([C:22]2[CH:23]=[CH:24][N:20]([CH2:19][C@@H:18]([NH:17][C:14]([C:12]3[N:13]=[C:9]([CH2:8][N:5]4[CH2:4][CH2:3][O:2][CH2:7][CH2:6]4)[S:10][CH:11]=3)=[O:16])[CH3:34])[N:21]=2)[CH:32]=[CH:31][C:28]=1[C:29]#[N:30]. The yield is 0.687. (2) The reactants are BrC1C=CC(Br)=CC=1.C[Si](C#C)(C)C.C[Si]([CH2:19][C:20]([C:22]1[CH:27]=[CH:26][C:25]([C:28](=O)[CH2:29][Si](C)(C)C)=[CH:24][CH:23]=1)=O)(C)C.[OH-].[K+].Cl. The catalyst is C(O)C.CCN(CC)CC. The product is [C:20]([C:22]1[CH:27]=[CH:26][C:25]([C:28]#[CH:29])=[CH:24][CH:23]=1)#[CH:19]. The yield is 0.390.